From a dataset of Catalyst prediction with 721,799 reactions and 888 catalyst types from USPTO. Predict which catalyst facilitates the given reaction. (1) Reactant: [CH:1]1([O:6][C:7]2[C:36]([CH3:37])=[CH:35][C:10]3[N:11]=[C:12]4[C:17]([N:18]([CH2:19][CH2:20][NH:21][CH2:22][C:23]5[CH:28]=[CH:27][CH:26]=[CH:25][C:24]=5[C:29]([F:32])([F:31])[F:30])[C:9]=3[CH:8]=2)=[N:16][C:15](=[O:33])[NH:14][C:13]4=[O:34])[CH2:5][CH2:4][CH2:3][CH2:2]1.[C:38](O[C:38]([O:40][C:41]([CH3:44])([CH3:43])[CH3:42])=[O:39])([O:40][C:41]([CH3:44])([CH3:43])[CH3:42])=[O:39].CCN(CC)CC. The catalyst class is: 5. Product: [CH:1]1([O:6][C:7]2[C:36]([CH3:37])=[CH:35][C:10]3[N:11]=[C:12]4[C:17]([N:18]([CH2:19][CH2:20][N:21]([CH2:22][C:23]5[CH:28]=[CH:27][CH:26]=[CH:25][C:24]=5[C:29]([F:31])([F:32])[F:30])[C:38](=[O:39])[O:40][C:41]([CH3:44])([CH3:43])[CH3:42])[C:9]=3[CH:8]=2)=[N:16][C:15](=[O:33])[NH:14][C:13]4=[O:34])[CH2:5][CH2:4][CH2:3][CH2:2]1. (2) Reactant: OO.NC(N)=[O:5].C1(=O)OC(=O)C2=CC=CC=C12.[Cl:18][C:19]1[CH:24]=[CH:23][C:22]([O:25][C:26](=[O:44])[N:27]([C@H:29]2[CH2:34][CH2:33][C@H:32]([O:35][CH2:36][CH2:37][CH2:38][CH2:39][CH2:40][N:41]([CH3:43])[CH3:42])[CH2:31][CH2:30]2)[CH3:28])=[CH:21][CH:20]=1.C([O-])([O-])=O.[K+].[K+]. Product: [Cl:18][C:19]1[CH:20]=[CH:21][C:22]([O:25][C:26](=[O:44])[N+:27]([O-:5])([C@H:29]2[CH2:34][CH2:33][C@H:32]([O:35][CH2:36][CH2:37][CH2:38][CH2:39][CH2:40][N:41]([CH3:42])[CH3:43])[CH2:31][CH2:30]2)[CH3:28])=[CH:23][CH:24]=1. The catalyst class is: 2. (3) Reactant: [CH2:1]([N:4]1[C:12]2[C:7](=[N:8][C:9]([NH2:13])=[N:10][CH:11]=2)[N:6]([C@@H:14]2[O:26][C@H:25]([CH2:27][O:28]C(=O)C)[C@@H:20]([O:21]C(=O)C)[C@H:15]2[O:16]C(=O)C)[C:5]1=[O:32])[CH:2]=[CH2:3].C([O-])([O-])=O.[K+].[K+]. Product: [CH2:1]([N:4]1[C:12]2[C:7](=[N:8][C:9]([NH2:13])=[N:10][CH:11]=2)[N:6]([C@@H:14]2[O:26][C@H:25]([CH2:27][OH:28])[C@@H:20]([OH:21])[C@H:15]2[OH:16])[C:5]1=[O:32])[CH:2]=[CH2:3]. The catalyst class is: 5. (4) Reactant: C[C:2]1([C:7]([OH:9])=[O:8])[CH2:6][CH2:5][CH2:4][CH2:3]1.[CH:10](NC(C)C)(C)C.[Li].[CH3:18][O:19][C:20](Cl)=[O:21]. Product: [C:2]1([C:7]([O:9][CH3:10])=[O:8])([C:20]([O:19][CH3:18])=[O:21])[CH2:6][CH2:5][CH2:4][CH2:3]1. The catalyst class is: 1. (5) Reactant: OC(C(F)(F)F)=O.[NH:8]1[CH2:11][CH:10]([C:12](=[O:14])[CH3:13])[CH2:9]1.CCN=C=NCCCN(C)C.C1C=CC2N(O)N=NC=2C=1.C(N(C(C)C)CC)(C)C.Cl.[O:46]=[C:47]1[NH:56][C:55]2[N:54]=[CH:53][C:52](/[CH:57]=[CH:58]/[C:59](O)=[O:60])=[CH:51][C:50]=2[CH2:49][CH2:48]1.C(=O)([O-])[O-].[Na+].[Na+]. Product: [C:12]([CH:10]1[CH2:11][N:8]([C:59](=[O:60])[CH:58]=[CH:57][C:52]2[CH:51]=[C:50]3[C:55](=[N:54][CH:53]=2)[NH:56][C:47](=[O:46])[CH2:48][CH2:49]3)[CH2:9]1)(=[O:14])[CH3:13]. The catalyst class is: 255. (6) The catalyst class is: 38. Product: [CH:33]1([N:36]2[CH2:44][C:43]3[C:38](=[CH:39][CH:40]=[C:41]([C:2]4[CH:17]=[CH:16][C:5]([CH2:6][N:7]5[C:11]([CH3:13])([CH3:12])[C:10](=[O:14])[NH:9][C:8]5=[O:15])=[CH:4][CH:3]=4)[CH:42]=3)[C:37]2=[O:54])[CH2:35][CH2:34]1. Reactant: Br[C:2]1[CH:17]=[CH:16][C:5]([CH2:6][N:7]2[C:11]([CH3:13])([CH3:12])[C:10](=[O:14])[NH:9][C:8]2=[O:15])=[CH:4][CH:3]=1.BrC1C=CC(CN2CC(=O)NC2=O)=CC=1.[CH:33]1([N:36]2[CH2:44][C:43]3[C:38](=[CH:39][CH:40]=[C:41](B4OC(C)(C)C(C)(C)O4)[CH:42]=3)[C:37]2=[O:54])[CH2:35][CH2:34]1.C1(P(C2CCCCC2)C2CCCCC2)CCCCC1.P([O-])([O-])([O-])=O.[K+].[K+].[K+]. (7) Reactant: CC(OC(=O)[N:7]([C:15]1[C:24]([Cl:25])=[CH:23][CH:22]=[C:21]2[C:16]=1[CH:17]=[CH:18][C:19](Cl)=[N:20]2)[C:8]([O:10][C:11]([CH3:14])([CH3:13])[CH3:12])=[O:9])(C)C.[NH:28]1[C:32](B(O)O)=[CH:31][CH:30]=[N:29]1. The catalyst class is: 70. Product: [C:11]([O:10][C:8](=[O:9])[NH:7][C:15]1[C:24]([Cl:25])=[CH:23][CH:22]=[C:21]2[C:16]=1[CH:17]=[CH:18][C:19]([C:32]1[CH:31]=[CH:30][NH:29][N:28]=1)=[N:20]2)([CH3:13])([CH3:14])[CH3:12].